This data is from Forward reaction prediction with 1.9M reactions from USPTO patents (1976-2016). The task is: Predict the product of the given reaction. (1) The product is: [Cl:1][C:2]1[N:7]=[C:6]([CH2:8][OH:9])[CH:5]=[C:4]([CH2:10][O:11][CH2:12][C:13]([F:16])([F:14])[F:15])[N:3]=1. Given the reactants [Cl:1][C:2]1[N:7]=[C:6]([CH:8]=[O:9])[CH:5]=[C:4]([CH2:10][O:11][CH2:12][C:13]([F:16])([F:15])[F:14])[N:3]=1.[BH4-].[Na+].CC(C)=O.C(Cl)(Cl)Cl, predict the reaction product. (2) The product is: [C:7]([C:9]([C:37]1[CH:42]=[CH:41][CH:40]=[CH:39][CH:38]=1)([CH:34]([CH3:35])[CH3:36])[CH2:10][CH2:11][CH2:12][N:13]1[CH2:18][CH2:17][N:16]([CH2:19][CH2:20][O:21][C:22]2[CH:23]=[CH:24][C:25]([F:28])=[CH:26][CH:27]=2)[CH:15]([CH2:29][OH:30])[CH2:14]1)#[N:8]. Given the reactants [H-].[Al+3].[Li+].[H-].[H-].[H-].[C:7]([C:9]([C:37]1[CH:42]=[CH:41][CH:40]=[CH:39][CH:38]=1)([CH:34]([CH3:36])[CH3:35])[CH2:10][CH2:11][CH2:12][N:13]1[CH2:18][CH2:17][N:16]([CH2:19][CH2:20][O:21][C:22]2[CH:27]=[CH:26][C:25]([F:28])=[CH:24][CH:23]=2)[CH:15]([C:29](OCC)=[O:30])[CH2:14]1)#[N:8].[OH-].[Na+].S([O-])([O-])(=O)=O.[Mg+2], predict the reaction product. (3) Given the reactants [OH-].[Na+].[NH:3]1[CH2:11][CH2:10][CH:6]([C:7]([OH:9])=[O:8])[CH2:5][CH2:4]1.[C:12](O[C:12]([O:14][C:15]([CH3:18])([CH3:17])[CH3:16])=[O:13])([O:14][C:15]([CH3:18])([CH3:17])[CH3:16])=[O:13], predict the reaction product. The product is: [C:12]([N:3]1[CH2:11][CH2:10][CH:6]([C:7]([OH:9])=[O:8])[CH2:5][CH2:4]1)([O:14][C:15]([CH3:18])([CH3:17])[CH3:16])=[O:13]. (4) The product is: [O:17]1[C:18]2[CH:24]=[CH:23][CH:22]=[CH:21][C:19]=2[N:20]=[C:16]1[NH:15][C:12](=[O:14])[CH2:11][C:8]1[CH:7]=[CH:6][C:5]([S:2]([CH3:1])(=[O:3])=[O:4])=[CH:10][CH:9]=1. Given the reactants [CH3:1][S:2]([C:5]1[CH:10]=[CH:9][C:8]([CH2:11][C:12]([OH:14])=O)=[CH:7][CH:6]=1)(=[O:4])=[O:3].[NH2:15][C:16]1[O:17][C:18]2[CH:24]=[CH:23][CH:22]=[CH:21][C:19]=2[N:20]=1.CCN=C=NCCCN(C)C.Cl, predict the reaction product. (5) Given the reactants [C:1]([O:5][C:6]([N:8]1[CH2:11][CH:10]([NH:12][C@H:13]2[CH2:17][CH2:16][N:15](C(OCC3C=CC=CC=3)=O)[CH2:14]2)[CH2:9]1)=[O:7])([CH3:4])([CH3:3])[CH3:2].[H][H], predict the reaction product. The product is: [C:1]([O:5][C:6]([N:8]1[CH2:9][CH:10]([NH:12][C@H:13]2[CH2:17][CH2:16][NH:15][CH2:14]2)[CH2:11]1)=[O:7])([CH3:4])([CH3:2])[CH3:3]. (6) Given the reactants [C:1]([C:4]1[CH:5]=[C:6]2[C:11](=[CH:12][CH:13]=1)[O:10][CH:9]([C:14]([F:17])([F:16])[F:15])[C:8]([C:18]([O:20][CH2:21][CH3:22])=[O:19])=[CH:7]2)(=O)[CH3:2].ClCCl.C([SiH](CC)CC)C, predict the reaction product. The product is: [CH2:1]([C:4]1[CH:5]=[C:6]2[C:11](=[CH:12][CH:13]=1)[O:10][CH:9]([C:14]([F:15])([F:16])[F:17])[C:8]([C:18]([O:20][CH2:21][CH3:22])=[O:19])=[CH:7]2)[CH3:2]. (7) Given the reactants Cl[C:2]1[N:3]=[C:4]([N:23]2[CH2:28][CH2:27][O:26][CH2:25][CH2:24]2)[C:5]2[S:10][C:9]([C:11]([C:13]3[CH:18]=[CH:17][CH:16]=[C:15]([S:19]([CH3:22])(=[O:21])=[O:20])[CH:14]=3)=[O:12])=[CH:8][C:6]=2[N:7]=1.[NH2:29][C:30]1[N:35]=[CH:34][C:33](B(O)O)=[CH:32][N:31]=1, predict the reaction product. The product is: [NH2:29][C:30]1[N:35]=[CH:34][C:33]([C:2]2[N:3]=[C:4]([N:23]3[CH2:28][CH2:27][O:26][CH2:25][CH2:24]3)[C:5]3[S:10][C:9]([C:11]([C:13]4[CH:18]=[CH:17][CH:16]=[C:15]([S:19]([CH3:22])(=[O:21])=[O:20])[CH:14]=4)=[O:12])=[CH:8][C:6]=3[N:7]=2)=[CH:32][N:31]=1.